This data is from Full USPTO retrosynthesis dataset with 1.9M reactions from patents (1976-2016). The task is: Predict the reactants needed to synthesize the given product. (1) Given the product [NH2:8][C:9]1[C:10]([C:17]([NH:7][C:2]2[CH:3]=[CH:4][CH:5]=[CH:6][N:1]=2)=[O:18])=[N:11][C:12]([C:15]#[N:16])=[CH:13][N:14]=1, predict the reactants needed to synthesize it. The reactants are: [N:1]1[CH:6]=[CH:5][CH:4]=[CH:3][C:2]=1[NH2:7].[NH2:8][C:9]1[C:10]([C:17](O)=[O:18])=[N:11][C:12]([C:15]#[N:16])=[CH:13][N:14]=1. (2) Given the product [CH3:18][C:19]1[C:20]([C:10]2[CH:9]=[CH:8][C:5]([CH:6]=[O:7])=[CH:4][C:3]=2[O:2][CH2:1][CH3:36])=[CH:21][C:22]2[C:23]([CH3:32])([CH3:31])[CH2:24][CH2:25][C:26]([CH3:30])([CH3:29])[C:27]=2[CH:28]=1, predict the reactants needed to synthesize it. The reactants are: [CH3:1][O:2][C:3]1[CH:4]=[C:5]([CH:8]=[CH:9][C:10]=1S(C(F)(F)F)(=O)=O)[CH:6]=[O:7].[CH3:18][C:19]1[C:20](B(O)O)=[CH:21][C:22]2[C:23]([CH3:32])([CH3:31])[CH2:24][CH2:25][C:26]([CH3:30])([CH3:29])[C:27]=2[CH:28]=1.[C:36](=O)([O-])[O-].[K+].[K+]. (3) Given the product [NH2:1][C:2]1[CH:11]=[C:10]([N:12]2[CH2:13][CH2:14][N:15]([C:18]([NH:20][C@H:21]3[CH2:27][CH2:26][CH2:25][CH2:24][N:23]([CH2:28][C:29]([NH:37][CH3:36])=[O:30])[C:22]3=[O:32])=[O:19])[CH2:16][CH2:17]2)[C:9]2[C:4](=[CH:5][C:6]([Cl:33])=[CH:7][CH:8]=2)[N:3]=1, predict the reactants needed to synthesize it. The reactants are: [NH2:1][C:2]1[CH:11]=[C:10]([N:12]2[CH2:17][CH2:16][N:15]([C:18]([NH:20][C@H:21]3[CH2:27][CH2:26][CH2:25][CH2:24][N:23]([CH2:28][C:29](O)=[O:30])[C:22]3=[O:32])=[O:19])[CH2:14][CH2:13]2)[C:9]2[C:4](=[CH:5][C:6]([Cl:33])=[CH:7][CH:8]=2)[N:3]=1.CN.[CH3:36][N:37](C(ON1N=NC2C=CC=NC1=2)=[N+](C)C)C.F[P-](F)(F)(F)(F)F.C(N(C(C)C)CC)(C)C. (4) Given the product [Cl:1][C:2]1[N:10]=[CH:9][CH:8]=[CH:7][C:3]=1[C:4]([Cl:13])=[O:5], predict the reactants needed to synthesize it. The reactants are: [Cl:1][C:2]1[N:10]=[CH:9][CH:8]=[CH:7][C:3]=1[C:4](O)=[O:5].O=S(Cl)[Cl:13]. (5) Given the product [CH2:1]([O:3][C@H:4]1[CH2:9][CH2:8][N:7]([CH2:10][C:11]2[C:19]([O:20][CH3:21])=[CH:18][C:17]([CH3:22])=[C:16]3[C:12]=2[CH:13]=[CH:14][NH:15]3)[C@H:6]([C:23]2[CH:31]=[CH:30][C:29]([C:40]([NH:36][S:33]([CH3:32])(=[O:35])=[O:34])=[O:44])=[CH:28][CH:24]=2)[CH2:5]1)[CH3:2], predict the reactants needed to synthesize it. The reactants are: [CH2:1]([O:3][C@H:4]1[CH2:9][CH2:8][N:7]([CH2:10][C:11]2[C:19]([O:20][CH3:21])=[CH:18][C:17]([CH3:22])=[C:16]3[C:12]=2[CH:13]=[CH:14][NH:15]3)[C@H:6]([C:23]2[CH:31]=[CH:30][CH:29]=[CH:28][C:24]=2C(O)=O)[CH2:5]1)[CH3:2].[CH3:32][S:33]([NH2:36])(=[O:35])=[O:34].CN([C:40]([O:44]N1N=NC2C=CC=NC1=2)=[N+](C)C)C.F[P-](F)(F)(F)(F)F.CCN(CC)CC. (6) Given the product [CH2:1]([O:8][C:9]1[CH:10]=[C:11]2[C:16](=[CH:17][CH:18]=1)[CH2:15][CH:14]([CH:19]([O:25][Si:26]([C:29]([CH3:32])([CH3:31])[CH3:30])([CH3:27])[CH3:28])[C:20]1[O:21][C:22]([C:40]([O:41][CH3:42])=[O:43])=[CH:23][N:24]=1)[CH2:13][CH2:12]2)[C:2]1[CH:7]=[CH:6][CH:5]=[CH:4][CH:3]=1, predict the reactants needed to synthesize it. The reactants are: [CH2:1]([O:8][C:9]1[CH:10]=[C:11]2[C:16](=[CH:17][CH:18]=1)[CH2:15][CH:14]([CH:19]([O:25][Si:26]([C:29]([CH3:32])([CH3:31])[CH3:30])([CH3:28])[CH3:27])[C:20]1[O:21][CH:22]=[CH:23][N:24]=1)[CH2:13][CH2:12]2)[C:2]1[CH:7]=[CH:6][CH:5]=[CH:4][CH:3]=1.[Li]CCCC.N#C[C:40](=[O:43])[O:41][CH3:42].